Dataset: Full USPTO retrosynthesis dataset with 1.9M reactions from patents (1976-2016). Task: Predict the reactants needed to synthesize the given product. (1) Given the product [CH2:31]([N:3]([CH2:1][CH3:2])[C:4]1[CH:5]=[C:6]([CH2:15][O:16][C:17]2[CH:18]=[CH:19][C:20]([CH2:23][CH:24]([CH3:30])[C:25]([OH:27])=[O:26])=[CH:21][CH:22]=2)[C:7]2[O:11][C:10]([CH3:12])([CH3:13])[CH2:9][C:8]=2[CH:14]=1)[CH3:32], predict the reactants needed to synthesize it. The reactants are: [CH2:1]([N:3]([CH2:31][CH3:32])[C:4]1[CH:5]=[C:6]([CH2:15][O:16][C:17]2[CH:22]=[CH:21][C:20]([CH2:23][CH:24]([CH3:30])[C:25]([O:27]CC)=[O:26])=[CH:19][CH:18]=2)[C:7]2[O:11][C:10]([CH3:13])([CH3:12])[CH2:9][C:8]=2[CH:14]=1)[CH3:2].CO.[OH-].[Li+].Cl. (2) Given the product [F:32][C:33]1[CH:38]=[CH:37][CH:36]=[CH:35][C:34]=1[C:2]1[CH:31]=[CH:30][C:5]([C:6]([NH:8][C:9]2[CH:14]=[CH:13][C:12]([O:15][C:16]([F:19])([F:18])[F:17])=[C:11]([NH:20][C:21](=[O:29])[CH2:22][N:23]3[CH2:28][CH2:27][O:26][CH2:25][CH2:24]3)[CH:10]=2)=[O:7])=[CH:4][N:3]=1, predict the reactants needed to synthesize it. The reactants are: Cl[C:2]1[CH:31]=[CH:30][C:5]([C:6]([NH:8][C:9]2[CH:14]=[CH:13][C:12]([O:15][C:16]([F:19])([F:18])[F:17])=[C:11]([NH:20][C:21](=[O:29])[CH2:22][N:23]3[CH2:28][CH2:27][O:26][CH2:25][CH2:24]3)[CH:10]=2)=[O:7])=[CH:4][N:3]=1.[F:32][C:33]1[CH:38]=[CH:37][CH:36]=[CH:35][C:34]=1B(O)O.C(=O)([O-])[O-].[K+].[K+]. (3) Given the product [CH3:1][O:2][C:3]1[C:4]([CH3:22])=[CH:5][C:6]([C:10]2[O:11][C:12]3[N:13]=[C:14]([S:20][CH3:21])[N:15]([CH2:30][CH2:31][CH3:32])[C:16](=[O:19])[C:17]=3[N:18]=2)=[CH:7][C:8]=1[CH3:9].[CH3:1][O:2][C:3]1[C:4]([CH3:22])=[CH:5][C:6]([C:10]2[O:11][C:12]3[N:13]=[C:14]([S:20][CH3:21])[N:15]=[C:16]([O:19][CH2:30][CH2:31][CH3:32])[C:17]=3[N:18]=2)=[CH:7][C:8]=1[CH3:9], predict the reactants needed to synthesize it. The reactants are: [CH3:1][O:2][C:3]1[C:8]([CH3:9])=[CH:7][C:6]([C:10]2[O:11][C:12]3[N:13]=[C:14]([S:20][CH3:21])[N:15]=[C:16]([OH:19])[C:17]=3[N:18]=2)=[CH:5][C:4]=1[CH3:22].C(=O)([O-])[O-].[K+].[K+].Br[CH2:30][CH2:31][CH3:32].O.